From a dataset of Full USPTO retrosynthesis dataset with 1.9M reactions from patents (1976-2016). Predict the reactants needed to synthesize the given product. Given the product [Cl:12][C:13]1[CH:14]=[C:15]([N:24]2[C:32]3[C:27](=[CH:28][C:29]4[C:34]([NH2:35])=[N:4][O:5][C:30]=4[CH:31]=3)[C:26]([CH3:36])=[N:25]2)[CH:16]=[N:17][C:18]=1[O:37][CH2:6][CH:7]([CH3:9])[CH3:8], predict the reactants needed to synthesize it. The reactants are: CC(=[N:4][OH:5])C.[CH3:6][C:7]([O-])([CH3:9])[CH3:8].[K+].[Cl:12][C:13]1[CH:14]=[C:15]([N:24]2[C:32]3[C:27](=[CH:28][C:29]([C:34]#[N:35])=[C:30](F)[CH:31]=3)[C:26]([CH3:36])=[N:25]2)[CH:16]=[N:17][C:18]=1OCC(C)C.[OH2:37].